From a dataset of Full USPTO retrosynthesis dataset with 1.9M reactions from patents (1976-2016). Predict the reactants needed to synthesize the given product. (1) The reactants are: [C:1]([C:4]1[O:5][CH:6]=[C:7]([C:9]([OH:11])=O)[N:8]=1)(=[O:3])[CH3:2].[NH2:12][C@@H:13]([CH3:30])[CH2:14][N:15]1[CH:19]=[CH:18][C:17]([C:20]2[CH:27]=[CH:26][C:23]([C:24]#[N:25])=[C:22]([Cl:28])[C:21]=2[CH3:29])=[N:16]1. Given the product [C:1]([C:4]1[O:5][CH:6]=[C:7]([C:9]([NH:12][C@@H:13]([CH3:30])[CH2:14][N:15]2[CH:19]=[CH:18][C:17]([C:20]3[CH:27]=[CH:26][C:23]([C:24]#[N:25])=[C:22]([Cl:28])[C:21]=3[CH3:29])=[N:16]2)=[O:11])[N:8]=1)(=[O:3])[CH3:2], predict the reactants needed to synthesize it. (2) Given the product [CH2:1]([O:8][C:9]1[CH:14]=[C:13]([CH3:15])[C:12]([C:29]2[C:30]([CH3:31])=[CH:21][CH:22]=[C:23]([C:24]([O:26][CH3:27])=[O:25])[CH:28]=2)=[C:11]([CH3:19])[CH:10]=1)[C:2]1[CH:7]=[CH:6][CH:5]=[CH:4][CH:3]=1, predict the reactants needed to synthesize it. The reactants are: [CH2:1]([O:8][C:9]1[CH:14]=[C:13]([CH3:15])[C:12](B(O)O)=[C:11]([CH3:19])[CH:10]=1)[C:2]1[CH:7]=[CH:6][CH:5]=[CH:4][CH:3]=1.Br[C:21]1[CH:22]=[C:23]([CH:28]=[CH:29][C:30]=1[CH3:31])[C:24]([O:26][CH3:27])=[O:25].C1(P(C2CCCCC2)C2C=CC=CC=2C2C(OC)=CC=CC=2OC)CCCCC1. (3) Given the product [NH2:7][CH:8]1[CH2:13][CH2:12][N:11]([S:14]([C:17]2[CH:22]=[CH:21][C:20]([NH:23][C:24](=[O:27])[CH:25]=[CH2:26])=[CH:19][CH:18]=2)(=[O:15])=[O:16])[CH2:10][CH2:9]1, predict the reactants needed to synthesize it. The reactants are: C(OC(=O)[NH:7][CH:8]1[CH2:13][CH2:12][N:11]([S:14]([C:17]2[CH:22]=[CH:21][C:20]([NH:23][C:24](=[O:27])[CH:25]=[CH2:26])=[CH:19][CH:18]=2)(=[O:16])=[O:15])[CH2:10][CH2:9]1)(C)(C)C.FC(F)(F)C(O)=O. (4) Given the product [F:20][C:17]1[CH:18]=[N:19][C:12]2[N:11]([CH:21]3[CH2:22][CH2:23][S:24][CH2:25][CH2:26]3)[C:10](=[O:27])[N:9]([C@@H:6]3[CH2:7][CH2:8][C@H:3]([NH:2][C:37]([C:29]4[N:28]=[C:32]5[CH:33]=[CH:34][CH:35]=[CH:36][N:31]5[CH:30]=4)=[O:38])[CH2:4][CH2:5]3)[C:14](=[O:15])[C:13]=2[CH:16]=1, predict the reactants needed to synthesize it. The reactants are: Cl.[NH2:2][C@@H:3]1[CH2:8][CH2:7][C@H:6]([N:9]2[C:14](=[O:15])[C:13]3[CH:16]=[C:17]([F:20])[CH:18]=[N:19][C:12]=3[N:11]([CH:21]3[CH2:26][CH2:25][S:24][CH2:23][CH2:22]3)[C:10]2=[O:27])[CH2:5][CH2:4]1.[N:28]1[C:29]([C:37](O)=[O:38])=[CH:30][N:31]2[CH:36]=[CH:35][CH:34]=[CH:33][C:32]=12.CN(C(ON1N=NC2C=CC=NC1=2)=[N+](C)C)C.F[P-](F)(F)(F)(F)F.CCN(C(C)C)C(C)C. (5) Given the product [Cl:1][C:2]1[CH:22]=[CH:21][C:5]([CH2:6][N:7]2[C:15](=[O:16])[C:14]3[N:13]([CH3:17])[C:12]([CH2:18][CH3:19])=[N:11][C:10]=3[N:9]([CH2:8][C:5]3[CH:21]=[CH:22][C:2]([Cl:1])=[CH:3][CH:4]=3)[C:23]2=[O:26])=[CH:4][CH:3]=1, predict the reactants needed to synthesize it. The reactants are: [Cl:1][C:2]1[CH:22]=[CH:21][C:5]([CH2:6][N:7]2[C:15](=[O:16])[C:14]3[N:13]([CH3:17])[C:12]([CH2:18][CH3:19])=[N:11][C:10]=3[NH:9][C:8]2=O)=[CH:4][CH:3]=1.[C:23](=[O:26])([O-])[O-].[Cs+].[Cs+].